From a dataset of Forward reaction prediction with 1.9M reactions from USPTO patents (1976-2016). Predict the product of the given reaction. (1) Given the reactants [N:1]([C@@H:4]1[CH2:12][C:11]2[C:6](=[CH:7][CH:8]=[CH:9][CH:10]=2)[C@H:5]1[NH:13][C:14]1[C:19]([CH:20]2[CH2:22][CH2:21]2)=[N:18][C:17]([C:23]2[CH:28]=[CH:27][C:26]([Cl:29])=[CH:25][C:24]=2[Cl:30])=[C:16]([CH:31]2[CH2:33][CH2:32]2)[N:15]=1)=[N+]=[N-].C1C=CC(P(C2C=CC=CC=2)C2C=CC=CC=2)=CC=1.O, predict the reaction product. The product is: [CH:20]1([C:19]2[C:14]([NH:13][C@@H:5]3[C:6]4[C:11](=[CH:10][CH:9]=[CH:8][CH:7]=4)[CH2:12][C@H:4]3[NH2:1])=[N:15][C:16]([CH:31]3[CH2:32][CH2:33]3)=[C:17]([C:23]3[CH:28]=[CH:27][C:26]([Cl:29])=[CH:25][C:24]=3[Cl:30])[N:18]=2)[CH2:21][CH2:22]1. (2) Given the reactants [CH3:1][O-].[Na+].[NH2:4][C:5]1[CH:10]=[CH:9][C:8]([S:11][C:12]2[C:13]([CH2:29][CH3:30])=[N:14][N:15]([CH2:19][CH2:20][NH:21][C:22](=[O:28])[O:23][C:24]([CH3:27])([CH3:26])[CH3:25])[C:16]=2[CH2:17][CH3:18])=[CH:7][CH:6]=1.[BH4-].[Na+], predict the reaction product. The product is: [CH2:29]([C:13]1[C:12]([S:11][C:8]2[CH:9]=[CH:10][C:5]([NH:4][CH3:1])=[CH:6][CH:7]=2)=[C:16]([CH2:17][CH3:18])[N:15]([CH2:19][CH2:20][NH:21][C:22](=[O:28])[O:23][C:24]([CH3:25])([CH3:27])[CH3:26])[N:14]=1)[CH3:30]. (3) Given the reactants C(OC([CH:8]1[CH2:14][CH2:13][N:12]2[C:15]([CH3:18])=[CH:16][N:17]=[C:11]2[CH2:10][NH:9]1)=O)(C)(C)C.[ClH:19], predict the reaction product. The product is: [ClH:19].[ClH:19].[CH3:18][C:15]1[N:12]2[CH2:13][CH2:14][CH2:8][NH:9][CH2:10][C:11]2=[N:17][CH:16]=1. (4) Given the reactants [Cl:1][C:2]1[CH:10]=[C:9]2[C:5]([C:6]([C:11]([N:13]3[CH2:18][CH2:17][CH:16]([C:19]4[CH:24]=[CH:23][CH:22]=[CH:21][C:20]=4[F:25])[CH2:15][CH2:14]3)=[O:12])=[CH:7][NH:8]2)=[CH:4][CH:3]=1.Cl[CH2:27][CH2:28][N:29]([CH3:31])[CH3:30], predict the reaction product. The product is: [Cl:1][C:2]1[CH:10]=[C:9]2[C:5]([C:6]([C:11]([N:13]3[CH2:18][CH2:17][CH:16]([C:19]4[CH:24]=[CH:23][CH:22]=[CH:21][C:20]=4[F:25])[CH2:15][CH2:14]3)=[O:12])=[CH:7][N:8]2[CH2:27][CH2:28][N:29]([CH3:31])[CH3:30])=[CH:4][CH:3]=1. (5) Given the reactants C(OC([N:8]1[CH2:17][CH2:16][C:15]2[C:10](=[CH:11][CH:12]=[CH:13][C:14]=2[NH:18][CH2:19][C:20](=[O:34])[N:21]([CH2:27][C:28]2[CH:33]=[CH:32][CH:31]=[CH:30][CH:29]=2)[CH2:22][CH2:23][N:24]([CH3:26])[CH3:25])[CH2:9]1)=O)(C)(C)C.[ClH:35], predict the reaction product. The product is: [ClH:35].[ClH:35].[CH2:27]([N:21]([CH2:22][CH2:23][N:24]([CH3:26])[CH3:25])[C:20](=[O:34])[CH2:19][NH:18][C:14]1[CH:13]=[CH:12][CH:11]=[C:10]2[C:15]=1[CH2:16][CH2:17][NH:8][CH2:9]2)[C:28]1[CH:33]=[CH:32][CH:31]=[CH:30][CH:29]=1. (6) Given the reactants F[P-](F)(F)(F)(F)F.[N:8]1(O[P+](N(C)C)(N(C)C)N(C)C)C2C=CC=CC=2N=N1.OC1C2N=NNC=2C=CC=1.[Cl-].[NH4+].C(N(C(C)C)CC)(C)C.[C:49]([C:51]1[N:56]=[CH:55][C:54]([C:57]2[C:69]3[C:68]4[C:63](=[CH:64][CH:65]=[CH:66][CH:67]=4)[N:62]([C:70]4[CH:78]=[CH:77][C:73]([C:74]([OH:76])=O)=[C:72]([NH:79][CH:80]5[CH2:85][C:84]([CH3:87])([CH3:86])[N:83]([CH3:88])[C:82]([CH3:90])([CH3:89])[CH2:81]5)[CH:71]=4)[C:61]=3[CH:60]=[CH:59][CH:58]=2)=[CH:53][CH:52]=1)#[N:50], predict the reaction product. The product is: [C:49]([C:51]1[N:56]=[CH:55][C:54]([C:57]2[C:69]3[C:68]4[C:63](=[CH:64][CH:65]=[CH:66][CH:67]=4)[N:62]([C:70]4[CH:78]=[CH:77][C:73]([C:74]([NH2:8])=[O:76])=[C:72]([NH:79][CH:80]5[CH2:81][C:82]([CH3:89])([CH3:90])[N:83]([CH3:88])[C:84]([CH3:87])([CH3:86])[CH2:85]5)[CH:71]=4)[C:61]=3[CH:60]=[CH:59][CH:58]=2)=[CH:53][CH:52]=1)#[N:50]. (7) Given the reactants [Br-].[CH3:2][O:3][CH2:4][CH2:5][P+](C1C=CC=CC=1)(C1C=CC=CC=1)C1C=CC=CC=1.[Br:25][C:26]1[CH:27]=[CH:28][C:29]([CH3:34])=[C:30]([CH:33]=1)[CH:31]=O.CCCCCC.CCOC(C)=O.CC#N.O, predict the reaction product. The product is: [Br:25][C:26]1[CH:27]=[CH:28][C:29]([CH3:34])=[C:30]([CH:31]=[CH:5][CH2:4][O:3][CH3:2])[CH:33]=1.